From a dataset of Full USPTO retrosynthesis dataset with 1.9M reactions from patents (1976-2016). Predict the reactants needed to synthesize the given product. (1) Given the product [CH2:49]([O:48][C:46](=[O:47])[CH2:45][N:1]1[CH2:2][CH2:3][CH:4]([NH:7][C:8]([N:10]2[C@@:14]([C:16]3[CH:21]=[CH:20][C:19]([Cl:22])=[CH:18][CH:17]=3)([CH3:15])[C@@:13]([C:24]3[CH:29]=[CH:28][C:27]([Cl:30])=[CH:26][CH:25]=3)([CH3:23])[N:12]=[C:11]2[C:31]2[CH:32]=[N:33][C:34]([C:40]([CH3:42])([CH3:41])[CH3:43])=[CH:35][C:36]=2[O:37][CH2:38][CH3:39])=[O:9])[CH2:5][CH2:6]1)[CH3:50], predict the reactants needed to synthesize it. The reactants are: [NH:1]1[CH2:6][CH2:5][CH:4]([NH:7][C:8]([N:10]2[C@@:14]([C:16]3[CH:21]=[CH:20][C:19]([Cl:22])=[CH:18][CH:17]=3)([CH3:15])[C@@:13]([C:24]3[CH:29]=[CH:28][C:27]([Cl:30])=[CH:26][CH:25]=3)([CH3:23])[N:12]=[C:11]2[C:31]2[CH:32]=[N:33][C:34]([C:40]([CH3:43])([CH3:42])[CH3:41])=[CH:35][C:36]=2[O:37][CH2:38][CH3:39])=[O:9])[CH2:3][CH2:2]1.Br[CH2:45][C:46]([O:48][CH2:49][CH3:50])=[O:47]. (2) Given the product [CH3:1][C:2]1[N:3]=[C:4]([CH3:35])[C:5]2[N:6]([CH:8]=[C:9]([C:11]3[C:12](=[O:34])[O:13][C:14]4[C:19]([CH:20]=3)=[CH:18][CH:17]=[C:16]([N:21]([CH3:38])[C@H:22]3[CH2:26][CH2:25][N:24]([C:27]([O:29][C:30]([CH3:31])([CH3:32])[CH3:33])=[O:28])[CH2:23]3)[CH:15]=4)[N:10]=2)[CH:7]=1, predict the reactants needed to synthesize it. The reactants are: [CH3:1][C:2]1[N:3]=[C:4]([CH3:35])[C:5]2[N:6]([CH:8]=[C:9]([C:11]3[C:12](=[O:34])[O:13][C:14]4[C:19]([CH:20]=3)=[CH:18][CH:17]=[C:16]([NH:21][C@H:22]3[CH2:26][CH2:25][N:24]([C:27]([O:29][C:30]([CH3:33])([CH3:32])[CH3:31])=[O:28])[CH2:23]3)[CH:15]=4)[N:10]=2)[CH:7]=1.[H-].[Na+].[CH3:38]N(C=O)C.IC. (3) Given the product [CH3:1][S:2]([OH:5])(=[O:4])=[O:3].[C:10](/[C:12](/[C:35]1[CH:40]=[CH:39][C:38]([O:41][CH3:42])=[C:37]([O:43][CH3:44])[CH:36]=1)=[CH:13]\[C:14]1[S:18][C:17]([N:19]2[CH2:20][CH2:21][CH:22]([O:25][C:26](=[O:34])[CH2:27][N:28]3[CH2:33][CH2:32][CH2:31][CH2:30][CH2:29]3)[CH2:23][CH2:24]2)=[CH:16][CH:15]=1)#[N:11], predict the reactants needed to synthesize it. The reactants are: [CH3:1][S:2]([OH:5])(=[O:4])=[O:3].CC(O)C.[C:10](/[C:12](/[C:35]1[CH:40]=[CH:39][C:38]([O:41][CH3:42])=[C:37]([O:43][CH3:44])[CH:36]=1)=[CH:13]\[C:14]1[S:18][C:17]([N:19]2[CH2:24][CH2:23][CH:22]([O:25][C:26](=[O:34])[CH2:27][N:28]3[CH2:33][CH2:32][CH2:31][CH2:30][CH2:29]3)[CH2:21][CH2:20]2)=[CH:16][CH:15]=1)#[N:11]. (4) Given the product [F:1][C:2]1[CH:7]=[CH:6][CH:5]=[C:4]([C:8]([F:9])([F:11])[F:10])[C:3]=1[C:12]1[CH:17]=[C:16]([C:18]2[CH:23]=[CH:22][C:21]([CH3:24])=[CH:20][N:19]=2)[CH:15]=[C:14]([C:25]([OH:27])=[O:26])[CH:13]=1, predict the reactants needed to synthesize it. The reactants are: [F:1][C:2]1[CH:7]=[CH:6][CH:5]=[C:4]([C:8]([F:11])([F:10])[F:9])[C:3]=1[C:12]1[CH:17]=[C:16]([C:18]2[CH:23]=[CH:22][C:21]([CH3:24])=[CH:20][N:19]=2)[CH:15]=[C:14]([C:25]([O:27]C)=[O:26])[CH:13]=1.O1CCCC1.[OH-].[Li+]. (5) Given the product [CH2:4]([C:5]1([OH:25])[C:10](=[O:11])[N:9]([C:12]2[CH:17]=[CH:16][C:15]([OH:18])=[CH:14][CH:13]=2)[N:8]([C:19]2[CH:20]=[CH:21][CH:22]=[CH:23][CH:24]=2)[C:6]1=[O:7])[CH2:3][CH2:2][CH3:1], predict the reactants needed to synthesize it. The reactants are: [CH3:1][CH2:2][CH2:3][CH2:4][CH:5]1[C:10](=[O:11])[N:9]([C:12]2[CH:17]=[CH:16][C:15]([OH:18])=[CH:14][CH:13]=2)[N:8]([C:19]2[CH:24]=[CH:23][CH:22]=[CH:21][CH:20]=2)[C:6]1=[O:7].[OH2:25].OO.[OH-].[Na+].Cl. (6) Given the product [CH2:1]([CH:3]([CH2:15][CH2:16][CH2:17][CH3:18])[CH2:4][O:5][C:6]1[CH:7]=[C:8]([CH:9]=[CH:10][CH:11]=1)[NH2:12])[CH3:2], predict the reactants needed to synthesize it. The reactants are: [CH2:1]([CH:3]([CH2:15][CH2:16][CH2:17][CH3:18])[CH2:4][O:5][C:6]1[CH:11]=[CH:10][CH:9]=[C:8]([N+:12]([O-])=O)[CH:7]=1)[CH3:2].[H][H]. (7) The reactants are: [C:1]([O:5][C:6]([N:8]([CH2:20][C:21]1[CH:32]=[C:31]([O:33][CH3:34])[CH:30]=[CH:29][C:22]=1[CH:23]=[CH:24][C:25]([O:27][CH3:28])=[O:26])[CH2:9][C:10]1[CH:15]=[CH:14][C:13]([C:16]([F:19])([F:18])[F:17])=[CH:12][CH:11]=1)=[O:7])([CH3:4])([CH3:3])[CH3:2]. Given the product [C:1]([O:5][C:6]([N:8]([CH2:20][C:21]1[CH:32]=[C:31]([O:33][CH3:34])[CH:30]=[CH:29][C:22]=1[CH2:23][CH2:24][C:25]([O:27][CH3:28])=[O:26])[CH2:9][C:10]1[CH:11]=[CH:12][C:13]([C:16]([F:17])([F:18])[F:19])=[CH:14][CH:15]=1)=[O:7])([CH3:3])([CH3:4])[CH3:2], predict the reactants needed to synthesize it.